From a dataset of Full USPTO retrosynthesis dataset with 1.9M reactions from patents (1976-2016). Predict the reactants needed to synthesize the given product. (1) Given the product [Br:1][C:2]1[N:6]2[CH:7]=[CH:8][N:9]=[C:10]([NH2:12])[C:5]2=[N:4][CH:3]=1, predict the reactants needed to synthesize it. The reactants are: [Br:1][C:2]1[N:6]2[C:7](Br)=[CH:8][N:9]=[CH:10][C:5]2=[N:4][CH:3]=1.[NH4+:12].[OH-]. (2) Given the product [Cl:7][C:5]1[N:4]([C:8]2[CH:13]=[CH:12][C:11]([C:14]3[CH:19]=[CH:18][CH:17]=[C:16]([O:20][CH3:21])[C:15]=3[OH:22])=[CH:10][CH:9]=2)[C:3]([C:23]([O:25][CH2:26][CH3:27])=[O:24])=[C:2]([NH:1][C:29]([NH:28][C:31]2[CH:36]=[CH:35][C:34]([CH3:37])=[CH:33][C:32]=2[CH3:38])=[O:30])[CH:6]=1, predict the reactants needed to synthesize it. The reactants are: [NH2:1][C:2]1[CH:6]=[C:5]([Cl:7])[N:4]([C:8]2[CH:13]=[CH:12][C:11]([C:14]3[CH:19]=[CH:18][CH:17]=[C:16]([O:20][CH3:21])[C:15]=3[OH:22])=[CH:10][CH:9]=2)[C:3]=1[C:23]([O:25][CH2:26][CH3:27])=[O:24].[N:28]([C:31]1[CH:36]=[CH:35][C:34]([CH3:37])=[CH:33][C:32]=1[CH3:38])=[C:29]=[O:30]. (3) Given the product [Cl:1][C:2]1[CH:27]=[C:26]([Cl:28])[CH:25]=[CH:24][C:3]=1[CH2:4][N:5]1[C:13]2[C:8](=[CH:9][C:10]([CH:14]=[C:15]3[S:19][C:18]([N:33]4[CH2:34][CH2:35][N:30]([CH3:29])[CH2:31][CH2:32]4)=[N:17][C:16]3=[O:23])=[CH:11][CH:12]=2)[CH:7]=[N:6]1, predict the reactants needed to synthesize it. The reactants are: [Cl:1][C:2]1[CH:27]=[C:26]([Cl:28])[CH:25]=[CH:24][C:3]=1[CH2:4][N:5]1[C:13]2[C:8](=[CH:9][C:10]([CH:14]=[C:15]3[S:19][C:18](SCC)=[N:17][C:16]3=[O:23])=[CH:11][CH:12]=2)[CH:7]=[N:6]1.[CH3:29][N:30]1[CH2:35][CH2:34][NH:33][CH2:32][CH2:31]1. (4) The reactants are: [Cl:1][C:2]1[CH:3]=[C:4]([OH:9])[CH:5]=[CH:6][C:7]=1[Cl:8].[Br:10][CH2:11][CH2:12][CH2:13]Br.[OH-].[Na+]. Given the product [Cl:1][C:2]1[CH:3]=[C:4]([CH:5]=[CH:6][C:7]=1[Cl:8])[O:9][CH2:13][CH2:12][CH2:11][Br:10], predict the reactants needed to synthesize it.